Task: Predict which catalyst facilitates the given reaction.. Dataset: Catalyst prediction with 721,799 reactions and 888 catalyst types from USPTO (1) Reactant: [NH:1]1[CH2:5][CH2:4][CH2:3][CH:2]1[C:6]1[CH:7]=[C:8]([CH:19]=[CH:20][CH:21]=1)[O:9][CH2:10][CH2:11][CH2:12][N:13]1[CH2:18][CH2:17][CH2:16][CH2:15][CH2:14]1.[CH2:22]1[O:30][CH:23]1[C:24]1[CH:29]=[CH:28][CH:27]=[CH:26][CH:25]=1. Product: [C:24]1([CH:23]([OH:30])[CH2:22][N:1]2[CH2:5][CH2:4][CH2:3][CH:2]2[C:6]2[CH:21]=[CH:20][CH:19]=[C:8]([O:9][CH2:10][CH2:11][CH2:12][N:13]3[CH2:18][CH2:17][CH2:16][CH2:15][CH2:14]3)[CH:7]=2)[CH:29]=[CH:28][CH:27]=[CH:26][CH:25]=1. The catalyst class is: 8. (2) Reactant: [C:1]([O:5][C:6](=[O:23])[NH:7][C@H:8]1[C@H:13]([O:14][Si:15]([C:18]([CH3:21])([CH3:20])[CH3:19])([CH3:17])[CH3:16])[C@@H:12]([CH3:22])[CH2:11][NH:10][CH2:9]1)([CH3:4])([CH3:3])[CH3:2].[CH2:24]([O:31][C:32](ON1C(=O)CCC1=O)=[O:33])[C:25]1[CH:30]=[CH:29][CH:28]=[CH:27][CH:26]=1.C(N(CC)CC)C. Product: [CH2:24]([O:31][C:32]([N:10]1[CH2:11][C@H:12]([CH3:22])[C@@H:13]([O:14][Si:15]([C:18]([CH3:21])([CH3:20])[CH3:19])([CH3:16])[CH3:17])[C@H:8]([NH:7][C:6]([O:5][C:1]([CH3:4])([CH3:2])[CH3:3])=[O:23])[CH2:9]1)=[O:33])[C:25]1[CH:30]=[CH:29][CH:28]=[CH:27][CH:26]=1. The catalyst class is: 91. (3) Reactant: Cl[C:2]1[C:7]([C:8]#[N:9])=[CH:6][CH:5]=[CH:4][N:3]=1.C(=O)([O-])[O-].[K+].[K+].[CH2:16]([SH:23])[C:17]1[CH:22]=[CH:21][CH:20]=[CH:19][CH:18]=1. Product: [C:17]1([CH2:16][S:23][C:2]2[C:7]([C:8]#[N:9])=[CH:6][CH:5]=[CH:4][N:3]=2)[CH:22]=[CH:21][CH:20]=[CH:19][CH:18]=1. The catalyst class is: 9. (4) Product: [F:23][C:17]1[C:18]([F:22])=[CH:19][CH:20]=[CH:21][C:16]=1[C@H:13]1[CH2:12][N:11]([C:24]2[CH:25]=[CH:26][N:27]=[CH:28][CH:29]=2)[C:10](=[O:30])[C@H:9]([NH:8][C:32]([N:59]2[CH2:60][CH2:61][CH:56]([N:48]3[C:49]4[C:50](=[N:51][CH:52]=[CH:53][CH:54]=4)[NH:55][C:47]3=[O:46])[CH2:57][CH2:58]2)=[O:33])[CH2:15][CH2:14]1. The catalyst class is: 7. Reactant: C(N(CC)CC)C.[NH2:8][C@@H:9]1[CH2:15][CH2:14][C@@H:13]([C:16]2[CH:21]=[CH:20][CH:19]=[C:18]([F:22])[C:17]=2[F:23])[CH2:12][N:11]([C:24]2[CH:29]=[CH:28][N:27]=[CH:26][CH:25]=2)[C:10]1=[O:30].Cl[C:32](OC1C=CC([N+]([O-])=O)=CC=1)=[O:33].Cl.Cl.[O:46]=[C:47]1[NH:55][C:50]2=[N:51][CH:52]=[CH:53][CH:54]=[C:49]2[N:48]1[CH:56]1[CH2:61][CH2:60][NH:59][CH2:58][CH2:57]1.